This data is from NCI-60 drug combinations with 297,098 pairs across 59 cell lines. The task is: Regression. Given two drug SMILES strings and cell line genomic features, predict the synergy score measuring deviation from expected non-interaction effect. (1) Drug 1: CC1=C(N=C(N=C1N)C(CC(=O)N)NCC(C(=O)N)N)C(=O)NC(C(C2=CN=CN2)OC3C(C(C(C(O3)CO)O)O)OC4C(C(C(C(O4)CO)O)OC(=O)N)O)C(=O)NC(C)C(C(C)C(=O)NC(C(C)O)C(=O)NCCC5=NC(=CS5)C6=NC(=CS6)C(=O)NCCC[S+](C)C)O. Drug 2: C1C(C(OC1N2C=NC(=NC2=O)N)CO)O. Cell line: SK-MEL-28. Synergy scores: CSS=0.830, Synergy_ZIP=4.67, Synergy_Bliss=-3.09, Synergy_Loewe=-5.77, Synergy_HSA=-5.42. (2) Drug 1: CC1=C(C(=CC=C1)Cl)NC(=O)C2=CN=C(S2)NC3=CC(=NC(=N3)C)N4CCN(CC4)CCO. Drug 2: B(C(CC(C)C)NC(=O)C(CC1=CC=CC=C1)NC(=O)C2=NC=CN=C2)(O)O. Cell line: COLO 205. Synergy scores: CSS=51.2, Synergy_ZIP=0.0766, Synergy_Bliss=-0.657, Synergy_Loewe=2.55, Synergy_HSA=0.844. (3) Drug 1: CCC1=CC2CC(C3=C(CN(C2)C1)C4=CC=CC=C4N3)(C5=C(C=C6C(=C5)C78CCN9C7C(C=CC9)(C(C(C8N6C)(C(=O)OC)O)OC(=O)C)CC)OC)C(=O)OC.C(C(C(=O)O)O)(C(=O)O)O. Drug 2: C1CCC(CC1)NC(=O)N(CCCl)N=O. Cell line: TK-10. Synergy scores: CSS=6.49, Synergy_ZIP=-5.59, Synergy_Bliss=-4.11, Synergy_Loewe=-13.8, Synergy_HSA=-3.03.